Predict the reaction yield, written as a fraction of the theoretical maximum amount of product (1.0 means a 100% yield; for example, 0.34 means a 34% yield). From a dataset of Reaction yield outcomes from USPTO patents with 853,638 reactions. (1) The yield is 0.850. No catalyst specified. The product is [NH2:19][C:7]1[N:8]([C:10]2[CH:15]=[CH:14][C:13]([C:20]#[N:21])=[CH:12][CH:11]=2)[N:9]=[C:5]([C:1]([CH3:4])([CH3:3])[CH3:2])[CH:6]=1. The reactants are [C:1]([C:5]1[CH:6]=[C:7]([NH2:19])[N:8]([C:10]2[CH:15]=[CH:14][C:13]([N+]([O-])=O)=[CH:12][CH:11]=2)[N:9]=1)([CH3:4])([CH3:3])[CH3:2].[C:20](C1C=CC(NN)=CC=1)#[N:21]. (2) The reactants are [C:1]([C:5]1[O:9][N:8]=[C:7]([NH:10][C:11](=[O:30])[CH2:12][C:13]2[CH:18]=[CH:17][C:16]([C:19]3[CH:20]=[C:21]4[C:27]([CH:28]=O)=[CH:26][NH:25][C:22]4=[N:23][CH:24]=3)=[CH:15][CH:14]=2)[CH:6]=1)([CH3:4])([CH3:3])[CH3:2].CN.CCO.[C:36]([BH3-])#[N:37].[Na+].[BH4-].[Na+]. The catalyst is CO. The product is [C:1]([C:5]1[O:9][N:8]=[C:7]([NH:10][C:11](=[O:30])[CH2:12][C:13]2[CH:14]=[CH:15][C:16]([C:19]3[CH:20]=[C:21]4[C:27]([CH2:28][NH:37][CH3:36])=[CH:26][NH:25][C:22]4=[N:23][CH:24]=3)=[CH:17][CH:18]=2)[CH:6]=1)([CH3:2])([CH3:3])[CH3:4]. The yield is 0.160. (3) The reactants are [H-].[Na+].[Cl:3][C:4]1[C:5]([CH:16]=[O:17])=[CH:6][NH:7][C:8]=1[C:9]1[CH:14]=[CH:13][CH:12]=[CH:11][C:10]=1[F:15].C1OCCOCCOCCOCCOC1.Cl.[N:34]1[CH:39]=[CH:38][CH:37]=[C:36]([S:40](Cl)(=[O:42])=[O:41])[CH:35]=1. The catalyst is O1CCCC1.O. The product is [Cl:3][C:4]1[C:5]([CH:16]=[O:17])=[CH:6][N:7]([S:40]([C:36]2[CH:35]=[N:34][CH:39]=[CH:38][CH:37]=2)(=[O:42])=[O:41])[C:8]=1[C:9]1[CH:14]=[CH:13][CH:12]=[CH:11][C:10]=1[F:15]. The yield is 0.780.